The task is: Regression. Given a peptide amino acid sequence and an MHC pseudo amino acid sequence, predict their binding affinity value. This is MHC class I binding data.. This data is from Peptide-MHC class I binding affinity with 185,985 pairs from IEDB/IMGT. The peptide sequence is FMALVAFLR. The MHC is HLA-A68:01 with pseudo-sequence HLA-A68:01. The binding affinity (normalized) is 0.637.